Dataset: Full USPTO retrosynthesis dataset with 1.9M reactions from patents (1976-2016). Task: Predict the reactants needed to synthesize the given product. (1) Given the product [F:1][C:2]1[CH:7]=[C:6]([C:8]([F:10])([F:9])[F:11])[CH:5]=[CH:4][C:3]=1[CH:12]1[CH2:17][CH:16]([C:18]([OH:20])=[O:19])[CH2:15][CH2:14][N:13]1[C:22]([O:24][CH3:25])=[O:23], predict the reactants needed to synthesize it. The reactants are: [F:1][C:2]1[CH:7]=[C:6]([C:8]([F:11])([F:10])[F:9])[CH:5]=[CH:4][C:3]=1[CH:12]1[CH2:17][CH:16]([C:18]([O:20]C)=[O:19])[CH2:15][CH2:14][N:13]1[C:22]([O:24][CH3:25])=[O:23].[Br-].[Li+].CCN(CC)CC.CC(OC)(C)C. (2) Given the product [Cl:53][C:48]([C@@H:44]1[CH2:45][CH2:46][CH2:47][N:43]1[C:41]([O:40][CH2:33][C:34]1[CH:39]=[CH:38][CH:37]=[CH:36][CH:35]=1)=[O:42])=[O:50], predict the reactants needed to synthesize it. The reactants are: C(O[C@H](C)[C@H](NC(C1(CC2C=CC=CC=2)CCCN1)=O)C(OC)=O)(=O)C.C([O-])([O-])=O.[Na+].[Na+].[CH2:33]([O:40][C:41]([N:43]1[CH2:47][CH2:46][CH2:45][C@H:44]1[C:48]([OH:50])=O)=[O:42])[C:34]1[CH:39]=[CH:38][CH:37]=[CH:36][CH:35]=1.O=S(Cl)[Cl:53]. (3) Given the product [NH2:24][C:21]1[S:22][CH:23]=[C:19]([CH2:18][C:17]([NH:16][C:14]2[S:15][C:11]([CH:8]([CH3:10])[CH3:9])=[CH:12][N:13]=2)=[O:32])[N:20]=1, predict the reactants needed to synthesize it. The reactants are: FC(F)(F)C(O)=O.[CH:8]([C:11]1[S:15][C:14]([NH:16][C:17](=[O:32])[CH2:18][C:19]2[N:20]=[C:21]([NH:24]C(=O)OC(C)(C)C)[S:22][CH:23]=2)=[N:13][CH:12]=1)([CH3:10])[CH3:9].C1(OC)C=CC=CC=1. (4) Given the product [C:1]1([S:7]([C:10]2[CH:11]=[CH:12][C:13]([CH2:16][CH2:17][CH3:18])=[C:14]([S:20]([Cl:19])(=[O:22])=[O:21])[CH:15]=2)(=[O:9])=[O:8])[CH:2]=[CH:3][CH:4]=[CH:5][CH:6]=1, predict the reactants needed to synthesize it. The reactants are: [C:1]1([S:7]([C:10]2[CH:15]=[CH:14][C:13]([CH2:16][CH2:17][CH3:18])=[CH:12][CH:11]=2)(=[O:9])=[O:8])[CH:6]=[CH:5][CH:4]=[CH:3][CH:2]=1.[Cl:19][S:20](O)(=[O:22])=[O:21].Cl. (5) Given the product [CH:34]1([CH2:33][NH:29][C:21]([C:18]2[CH:17]=[N:16][C:15]([O:14][CH2:13][C:3]3[C:4]([C:7]4[CH:8]=[CH:9][CH:10]=[CH:11][CH:12]=4)=[N:5][O:6][C:2]=3[CH3:1])=[CH:20][N:19]=2)=[O:23])[CH2:36][CH2:35]1, predict the reactants needed to synthesize it. The reactants are: [CH3:1][C:2]1[O:6][N:5]=[C:4]([C:7]2[CH:12]=[CH:11][CH:10]=[CH:9][CH:8]=2)[C:3]=1[CH2:13][O:14][C:15]1[N:16]=[CH:17][C:18]([C:21]([OH:23])=O)=[N:19][CH:20]=1.F[B-](F)(F)F.[N:29]1(OC(N(C)C)=[N+](C)C)[C:33]2[CH:34]=[CH:35][CH:36]=CC=2N=N1.C(N(CC)C(C)C)(C)C.NCC1CC1. (6) Given the product [CH2:1]([C@H:3]1[C@@H:7]([C:8]2[N:12]3[C:13]4[CH:19]=[CH:18][NH:17][C:14]=4[N:15]=[CH:16][C:11]3=[N:10][N:9]=2)[CH2:6][C@@H:5]([CH2:20][C:21]2[O:22][N:32]=[C:28]([CH2:29][O:30][CH3:31])[N:27]=2)[CH2:4]1)[CH3:2], predict the reactants needed to synthesize it. The reactants are: [CH2:1]([C@H:3]1[C@@H:7]([C:8]2[N:12]3[C:13]4[CH:19]=[CH:18][NH:17][C:14]=4[N:15]=[CH:16][C:11]3=[N:10][N:9]=2)[CH2:6][C@@H:5]([CH2:20][C:21](OCC)=[O:22])[CH2:4]1)[CH3:2].O[NH:27]/[C:28](=[N:32]\[H])/[CH2:29][O:30][CH3:31].C([O-])([O-])=O.[K+].[K+]. (7) Given the product [Br:17][C:18]1[CH:19]=[CH:20][C:21]([C:24]([F:25])([F:26])[F:27])=[CH:22][C:23]=1[C:5]1[CH2:4][CH2:3][N:2]([CH3:1])[CH2:7][CH:6]=1, predict the reactants needed to synthesize it. The reactants are: [CH3:1][N:2]1[CH2:7][CH:6]=[C:5](B2OC(C)(C)C(C)(C)O2)[CH2:4][CH2:3]1.[Br:17][C:18]1[CH:23]=[CH:22][C:21]([C:24]([F:27])([F:26])[F:25])=[CH:20][C:19]=1I.P([O-])([O-])([O-])=O.[K+].[K+].[K+].O. (8) The reactants are: [CH2:1]([O:8][C:9]1[C:10]([F:20])=[CH:11][C:12](I)=[C:13]2[C:18]=1[N:17]=[CH:16][CH:15]=[CH:14]2)[C:2]1[CH:7]=[CH:6][CH:5]=[CH:4][CH:3]=1.[CH:21]1([SH:26])[CH2:25][CH2:24][CH2:23][CH2:22]1.C(=O)([O-])[O-].[Cs+].[Cs+]. Given the product [CH2:1]([O:8][C:9]1[C:10]([F:20])=[CH:11][C:12]([S:26][CH:21]2[CH2:25][CH2:24][CH2:23][CH2:22]2)=[C:13]2[C:18]=1[N:17]=[CH:16][CH:15]=[CH:14]2)[C:2]1[CH:7]=[CH:6][CH:5]=[CH:4][CH:3]=1, predict the reactants needed to synthesize it.